Dataset: Reaction yield outcomes from USPTO patents with 853,638 reactions. Task: Predict the reaction yield, written as a fraction of the theoretical maximum amount of product (1.0 means a 100% yield; for example, 0.34 means a 34% yield). (1) The reactants are Br[C:2]1[N:7]=[C:6]2[CH:8]=[CH:9][C:10]([CH3:13])([CH3:12])[O:11][C:5]2=[CH:4][CH:3]=1.[Li]CCCC.CN([CH:22]=[O:23])C.O. The catalyst is C1COCC1. The product is [CH3:12][C:10]1([CH3:13])[O:11][C:5]2[C:6](=[N:7][C:2]([CH:22]=[O:23])=[CH:3][CH:4]=2)[CH:8]=[CH:9]1. The yield is 0.230. (2) The reactants are [CH3:1][N:2]1[C:7](=[O:8])[C:6]([NH:9][C:10]2[CH:15]=[CH:14][C:13]([N:16]3[CH2:21][CH2:20][N:19]([CH:22]4[CH2:25][O:24][CH2:23]4)[CH2:18][CH2:17]3)=[CH:12][N:11]=2)=[CH:5][C:4]([C:26]2[C:31]([CH:32]=[O:33])=[C:30]([N:34]3[CH2:46][CH2:45][N:37]4[C:38]5[CH2:39][CH2:40][CH2:41][CH2:42][C:43]=5[CH:44]=[C:36]4[C:35]3=[O:47])[N:29]=[CH:28][CH:27]=2)=[CH:3]1.[BH4-].[Na+]. The catalyst is CO. The product is [OH:33][CH2:32][C:31]1[C:30]([N:34]2[CH2:46][CH2:45][N:37]3[C:38]4[CH2:39][CH2:40][CH2:41][CH2:42][C:43]=4[CH:44]=[C:36]3[C:35]2=[O:47])=[N:29][CH:28]=[CH:27][C:26]=1[C:4]1[CH:5]=[C:6]([NH:9][C:10]2[CH:15]=[CH:14][C:13]([N:16]3[CH2:17][CH2:18][N:19]([CH:22]4[CH2:25][O:24][CH2:23]4)[CH2:20][CH2:21]3)=[CH:12][N:11]=2)[C:7](=[O:8])[N:2]([CH3:1])[CH:3]=1. The yield is 0.450.